From a dataset of NCI-60 drug combinations with 297,098 pairs across 59 cell lines. Regression. Given two drug SMILES strings and cell line genomic features, predict the synergy score measuring deviation from expected non-interaction effect. (1) Drug 1: CC1=CC2C(CCC3(C2CCC3(C(=O)C)OC(=O)C)C)C4(C1=CC(=O)CC4)C. Drug 2: CCCS(=O)(=O)NC1=C(C(=C(C=C1)F)C(=O)C2=CNC3=C2C=C(C=N3)C4=CC=C(C=C4)Cl)F. Cell line: M14. Synergy scores: CSS=39.9, Synergy_ZIP=2.39, Synergy_Bliss=1.08, Synergy_Loewe=-29.0, Synergy_HSA=-0.697. (2) Drug 1: CC1=C2C(C(=O)C3(C(CC4C(C3C(C(C2(C)C)(CC1OC(=O)C(C(C5=CC=CC=C5)NC(=O)OC(C)(C)C)O)O)OC(=O)C6=CC=CC=C6)(CO4)OC(=O)C)OC)C)OC. Drug 2: C1=CC(=C2C(=C1NCCNCCO)C(=O)C3=C(C=CC(=C3C2=O)O)O)NCCNCCO. Cell line: HCT116. Synergy scores: CSS=79.2, Synergy_ZIP=7.01, Synergy_Bliss=6.50, Synergy_Loewe=10.3, Synergy_HSA=13.0. (3) Drug 1: C1=NC(=NC(=O)N1C2C(C(C(O2)CO)O)O)N. Drug 2: C(=O)(N)NO. Cell line: SW-620. Synergy scores: CSS=36.9, Synergy_ZIP=0.624, Synergy_Bliss=1.54, Synergy_Loewe=-33.3, Synergy_HSA=2.75. (4) Drug 1: CC12CCC(CC1=CCC3C2CCC4(C3CC=C4C5=CN=CC=C5)C)O. Drug 2: N.N.Cl[Pt+2]Cl. Cell line: MOLT-4. Synergy scores: CSS=2.02, Synergy_ZIP=-2.84, Synergy_Bliss=-3.86, Synergy_Loewe=-4.81, Synergy_HSA=-4.50. (5) Drug 1: CN(C)C1=NC(=NC(=N1)N(C)C)N(C)C. Drug 2: C1C(C(OC1N2C=NC(=NC2=O)N)CO)O. Cell line: A498. Synergy scores: CSS=-4.01, Synergy_ZIP=2.16, Synergy_Bliss=1.74, Synergy_Loewe=-2.84, Synergy_HSA=-3.32.